Dataset: Forward reaction prediction with 1.9M reactions from USPTO patents (1976-2016). Task: Predict the product of the given reaction. (1) The product is: [CH2:1]([C:5]1[CH:10]=[C:9]([C:11]([NH2:12])=[O:13])[CH:8]=[CH:7][N:6]=1)[CH:2]([CH3:4])[CH3:3]. Given the reactants [CH2:1]([C:5]1[CH:10]=[C:9]([C:11]#[N:12])[CH:8]=[CH:7][N:6]=1)[CH:2]([CH3:4])[CH3:3].[OH-:13].[K+], predict the reaction product. (2) The product is: [CH3:11][N:9]([CH3:10])[CH2:8][CH2:7][CH2:6][O:5][C:4]1[CH:12]=[CH:13][C:14]([NH2:16])=[CH:15][C:3]=1[O:2][CH3:1]. Given the reactants [CH3:1][O:2][C:3]1[CH:15]=[C:14]([N+:16]([O-])=O)[CH:13]=[CH:12][C:4]=1[O:5][CH2:6][CH2:7][CH2:8][N:9]([CH3:11])[CH3:10].[BH4-].[Na+].Cl, predict the reaction product. (3) Given the reactants [CH2:1]([O:8][C:9]1[CH:13]=[C:12]([C:14]([O:16]CC2C=CC=CC=2)=[O:15])[N:11]([C:24]2[CH:29]=[CH:28][CH:27]=[CH:26][CH:25]=2)[N:10]=1)[C:2]1[CH:7]=[CH:6][CH:5]=[CH:4][CH:3]=1.[OH-].[Na+].O1CCCC1.Cl, predict the reaction product. The product is: [CH2:1]([O:8][C:9]1[CH:13]=[C:12]([C:14]([OH:16])=[O:15])[N:11]([C:24]2[CH:29]=[CH:28][CH:27]=[CH:26][CH:25]=2)[N:10]=1)[C:2]1[CH:3]=[CH:4][CH:5]=[CH:6][CH:7]=1. (4) Given the reactants [CH2:1]([O:3][C:4](=[O:14])[C@@H:5]([C@H:7]([C:9]([O:11][CH2:12][CH3:13])=[O:10])O)O)[CH3:2].Br[N:16]1C(C)(C)C(=O)[N:19](Br)[C:17]1=O.C=O.C([O-])(=O)C.[NH4+].[OH-].[Na+], predict the reaction product. The product is: [NH:16]1[C:5]([C:4]([O:3][CH2:1][CH3:2])=[O:14])=[C:7]([C:9]([O:11][CH2:12][CH3:13])=[O:10])[N:19]=[CH:17]1.